This data is from Full USPTO retrosynthesis dataset with 1.9M reactions from patents (1976-2016). The task is: Predict the reactants needed to synthesize the given product. (1) Given the product [Cl:1][C:2]1[CH:30]=[C:29]([O:31][CH2:32][CH2:33][OH:34])[CH:28]=[CH:27][C:3]=1[C:4]([N:6]1[C:12]2[CH:13]=[CH:14][CH:15]=[CH:16][C:11]=2[CH2:10][N:9]([C:17]([NH:19][CH2:20][C:21]([O:23][CH3:24])=[O:22])=[O:18])[C@H:8]([CH3:26])[CH2:7]1)=[O:5], predict the reactants needed to synthesize it. The reactants are: [Cl:1][C:2]1[CH:30]=[C:29]([O:31][CH2:32][CH2:33][O:34]C(=O)C)[CH:28]=[CH:27][C:3]=1[C:4]([N:6]1[C:12]2[CH:13]=[CH:14][CH:15]=[CH:16][C:11]=2[CH2:10][N:9]([C:17]([NH:19][CH2:20][C:21]([O:23][CH2:24]C)=[O:22])=[O:18])[C@H:8]([CH3:26])[CH2:7]1)=[O:5].C(=O)([O-])O.[Na+]. (2) Given the product [Br:1][C:2]1[CH:7]=[CH:6][CH:5]=[C:4]([NH:10][NH2:11])[N:3]=1, predict the reactants needed to synthesize it. The reactants are: [Br:1][C:2]1[CH:7]=[CH:6][C:5](Br)=[CH:4][N:3]=1.O.[NH2:10][NH2:11]. (3) Given the product [CH2:1]([N:8]1[C:18]2[C:13](=[CH:14][CH:15]=[CH:16][CH:17]=2)[CH2:11][C:9]1=[O:10])[C:2]1[CH:3]=[CH:4][CH:5]=[CH:6][CH:7]=1, predict the reactants needed to synthesize it. The reactants are: [CH2:1]([N:8]1[C:18]2[C:13](=[CH:14][CH:15]=[CH:16][CH:17]=2)[C:11](=O)[C:9]1=[O:10])[C:2]1[CH:7]=[CH:6][CH:5]=[CH:4][CH:3]=1.O.NN. (4) Given the product [F:1][C:2]1[CH:7]=[CH:6][CH:5]=[CH:4][C:3]=1[C:8]1[CH:12]=[CH:11][N:10]([CH3:15])[N:9]=1, predict the reactants needed to synthesize it. The reactants are: [F:1][C:2]1[CH:7]=[CH:6][CH:5]=[CH:4][C:3]=1[C:8]1[CH:12]=[CH:11][NH:10][N:9]=1.[H-].[Na+].[CH3:15]I. (5) Given the product [CH3:31][O:32][C:33]1[CH:38]=[CH:37][CH:36]=[CH:35][C:34]=1[C:2]1[CH:7]=[CH:6][CH:5]=[CH:4][C:3]=1[C:8]1[CH:9]=[CH:10][C:11](=[O:30])[N:12]([CH2:14][CH2:15][CH2:16][C:17]2[CH:18]=[C:19]([CH:27]=[CH:28][CH:29]=2)[O:20][CH2:21][C:22]([O:24][CH2:25][CH3:26])=[O:23])[CH:13]=1, predict the reactants needed to synthesize it. The reactants are: Br[C:2]1[CH:7]=[CH:6][CH:5]=[CH:4][C:3]=1[C:8]1[CH:9]=[CH:10][C:11](=[O:30])[N:12]([CH2:14][CH2:15][CH2:16][C:17]2[CH:18]=[C:19]([CH:27]=[CH:28][CH:29]=2)[O:20][CH2:21][C:22]([O:24][CH2:25][CH3:26])=[O:23])[CH:13]=1.[CH3:31][O:32][C:33]1[CH:38]=[CH:37][CH:36]=[CH:35][C:34]=1B(O)O.C([O-])([O-])=O.[Na+].[Na+]. (6) Given the product [CH3:32][O:1][CH:2]([C:20]1[CH:25]=[CH:24][C:23]([O:26][C:27]([F:28])([F:29])[F:30])=[CH:22][CH:21]=1)[CH2:3][CH2:4][C:5]1[CH:17]=[C:16]([CH3:18])[C:8]([O:9][C:10]([CH3:15])([CH3:14])[C:11]([OH:13])=[O:12])=[C:7]([CH3:19])[CH:6]=1, predict the reactants needed to synthesize it. The reactants are: [OH:1][CH:2]([C:20]1[CH:25]=[CH:24][C:23]([O:26][C:27]([F:30])([F:29])[F:28])=[CH:22][CH:21]=1)[CH2:3][CH2:4][C:5]1[CH:17]=[C:16]([CH3:18])[C:8]([O:9][C:10]([CH3:15])([CH3:14])[C:11]([OH:13])=[O:12])=[C:7]([CH3:19])[CH:6]=1.O.[CH3:32]O. (7) Given the product [C:8]1([C:24]2[CH:29]=[CH:28][CH:27]=[CH:26][CH:25]=2)[CH:13]=[CH:12][C:11]([O:14][C:15]2[CH:20]=[N:19][CH:18]=[C:17]3[S:21][C:22]([C:2]4[CH:7]=[CH:6][CH:5]=[CH:4][CH:3]=4)=[CH:23][C:16]=23)=[CH:10][CH:9]=1, predict the reactants needed to synthesize it. The reactants are: Br[C:2]1[CH:7]=[CH:6][CH:5]=[CH:4][CH:3]=1.[C:8]1([C:24]2[CH:29]=[CH:28][CH:27]=[CH:26][CH:25]=2)[CH:13]=[CH:12][C:11]([O:14][C:15]2[CH:20]=[N:19][CH:18]=[C:17]3[S:21][CH:22]=[CH:23][C:16]=23)=[CH:10][CH:9]=1.C(=O)([O-])[O-].[Cs+].[Cs+].C1(C2C=CC=CC=2)C=CC=CC=1P(C(C)(C)C)C(C)(C)C. (8) Given the product [CH:28]([C:31]1[CH:36]=[CH:35][C:34]([CH3:37])=[CH:33][C:32]=1[N:38]1[C:42](=[O:43])[CH2:41][S:40]/[C:39]/1=[N:44]\[C:45]([NH:4][CH2:3][C:2]([CH3:1])([C:6]1[CH:11]=[CH:10][C:9]([C:12]2[N:16]=[CH:15][N:14]([C:17]3[CH:22]=[CH:21][C:20]([O:23][C:24]([F:27])([F:26])[F:25])=[CH:19][CH:18]=3)[N:13]=2)=[CH:8][CH:7]=1)[CH3:5])=[O:46])([CH3:30])[CH3:29], predict the reactants needed to synthesize it. The reactants are: [CH3:1][C:2]([C:6]1[CH:11]=[CH:10][C:9]([C:12]2[N:16]=[CH:15][N:14]([C:17]3[CH:22]=[CH:21][C:20]([O:23][C:24]([F:27])([F:26])[F:25])=[CH:19][CH:18]=3)[N:13]=2)=[CH:8][CH:7]=1)([CH3:5])[CH2:3][NH2:4].[CH:28]([C:31]1[CH:36]=[CH:35][C:34]([CH3:37])=[CH:33][C:32]=1[N:38]1[C:42](=[O:43])[CH2:41][S:40]/[C:39]/1=[N:44]\[C:45](=O)[O:46]C1C=CC([N+]([O-])=O)=CC=1)([CH3:30])[CH3:29]. (9) Given the product [C:8]([C:12]1[CH:13]=[C:14]([C:22]2[N:26]([C:27]3[CH:35]=[CH:34][C:30]([C:31]([N:5]4[CH2:6][CH2:7][N:2]([CH3:1])[CH2:3][CH2:4]4)=[O:33])=[CH:29][CH:28]=3)[N:25]=[C:24]([C:36]3[CH:41]=[CH:40][C:39]([C:42]([O:44][CH3:45])=[O:43])=[CH:38][CH:37]=3)[CH:23]=2)[CH:15]=[C:16]([O:18][CH:19]([CH3:21])[CH3:20])[CH:17]=1)([CH3:10])([CH3:9])[CH3:11], predict the reactants needed to synthesize it. The reactants are: [CH3:1][N:2]1[CH2:7][CH2:6][NH:5][CH2:4][CH2:3]1.[C:8]([C:12]1[CH:13]=[C:14]([C:22]2[N:26]([C:27]3[CH:35]=[CH:34][C:30]([C:31]([OH:33])=O)=[CH:29][CH:28]=3)[N:25]=[C:24]([C:36]3[CH:41]=[CH:40][C:39]([C:42]([O:44][CH3:45])=[O:43])=[CH:38][CH:37]=3)[CH:23]=2)[CH:15]=[C:16]([O:18][CH:19]([CH3:21])[CH3:20])[CH:17]=1)([CH3:11])([CH3:10])[CH3:9].ON1C2C=CC=CC=2N=N1.CCN=C=NCCCN(C)C. (10) Given the product [O:1]1[C:5]2[CH:6]=[CH:7][C:8]([C:10]3[O:14][C:13]([CH2:15][CH2:16][C:17]([OH:19])=[O:18])=[N:12][N:11]=3)=[CH:9][C:4]=2[CH2:3][CH2:2]1, predict the reactants needed to synthesize it. The reactants are: [O:1]1[C:5]2[CH:6]=[CH:7][C:8]([C:10]3[O:14][C:13]([CH2:15][CH2:16][C:17]([O:19]CC)=[O:18])=[N:12][N:11]=3)=[CH:9][C:4]=2[CH2:3][CH2:2]1.C(O)C.[OH-].[Na+].Cl.